This data is from Reaction yield outcomes from USPTO patents with 853,638 reactions. The task is: Predict the reaction yield, written as a fraction of the theoretical maximum amount of product (1.0 means a 100% yield; for example, 0.34 means a 34% yield). (1) The catalyst is CS(C)=O. The product is [NH2:13][C:14]1([CH2:19][NH:20][C:21](=[O:30])[C:22]2[CH:27]=[CH:26][C:25]([F:28])=[CH:24][C:23]=2[F:29])[CH2:18][CH2:17][N:16]([C:6]2[C:7]([C:8]#[N:9])=[C:2]([NH2:1])[N:3]=[CH:4][N:5]=2)[CH2:15]1. The reactants are [NH2:1][C:2]1[C:7]([C:8]#[N:9])=[C:6](Cl)[N:5]=[CH:4][N:3]=1.Cl.Cl.[NH2:13][C:14]1([CH2:19][NH:20][C:21](=[O:30])[C:22]2[CH:27]=[CH:26][C:25]([F:28])=[CH:24][C:23]=2[F:29])[CH2:18][CH2:17][NH:16][CH2:15]1.C(=O)([O-])[O-].[K+].[K+]. The yield is 0.700. (2) The reactants are [P:1]([Cl:4])(Cl)[Cl:2].[NH:5]([CH:12]1[CH2:17][CH2:16][CH2:15][CH2:14][CH2:13]1)[CH:6]1[CH2:11][CH2:10][CH2:9][CH2:8][CH2:7]1.N(C1CCCCC1)C1CCCCC1.Cl. The catalyst is CCCCCC. The product is [N:5]([P:1]([Cl:4])[Cl:2])([CH:12]1[CH2:13][CH2:14][CH2:15][CH2:16][CH2:17]1)[CH:6]1[CH2:11][CH2:10][CH2:9][CH2:8][CH2:7]1. The yield is 0.770. (3) The reactants are C=O.[NH:3]1[CH2:8][CH2:7][CH:6]([C:9]2[CH:14]=[CH:13][C:12]([NH:15][C:16]3[N:21]=[C:20]([CH2:22][CH2:23][C:24]4[CH:25]=[C:26]([CH:30]=[CH:31][N:32]=4)[C:27]([NH2:29])=[O:28])[C:19]([C:33]([F:36])([F:35])[F:34])=[CH:18][N:17]=3)=[CH:11][CH:10]=2)[CH2:5][CH2:4]1.[C:37](O[BH-](OC(=O)C)OC(=O)C)(=O)C.[Na+].C(OCC)(=O)C. The catalyst is CO.CO.C(Cl)Cl. The product is [CH3:37][N:3]1[CH2:4][CH2:5][CH:6]([C:9]2[CH:14]=[CH:13][C:12]([NH:15][C:16]3[N:21]=[C:20]([CH2:22][CH2:23][C:24]4[CH:25]=[C:26]([CH:30]=[CH:31][N:32]=4)[C:27]([NH2:29])=[O:28])[C:19]([C:33]([F:36])([F:34])[F:35])=[CH:18][N:17]=3)=[CH:11][CH:10]=2)[CH2:7][CH2:8]1. The yield is 0.490. (4) The reactants are Cl[S:2]([C:5]1[S:6][C:7]([C:10]2[S:11][C:12]([CH3:15])=[CH:13][CH:14]=2)=[CH:8][CH:9]=1)(=[O:4])=[O:3].[NH2:16][C:17]1[O:21][N:20]=[C:19]([CH3:22])[C:18]=1[Br:23]. No catalyst specified. The product is [Br:23][C:18]1[C:19]([CH3:22])=[N:20][O:21][C:17]=1[NH:16][S:2]([C:5]1[S:6][C:7]([C:10]2[S:11][C:12]([CH3:15])=[CH:13][CH:14]=2)=[CH:8][CH:9]=1)(=[O:4])=[O:3]. The yield is 0.900. (5) The reactants are [N+:1]([C:4]1[CH:13]=[CH:12][CH:11]=[C:10]2[C:5]=1[CH:6]=[CH:7][N+:8]([O-])=[CH:9]2)([O-:3])=[O:2].[C-:15]#[N:16].[K+].C(Cl)(=O)C1C=CC=CC=1.C(=O)([O-])[O-].[K+].[K+]. The catalyst is C(Cl)(Cl)Cl. The product is [N+:1]([C:4]1[CH:13]=[CH:12][CH:11]=[C:10]2[C:5]=1[CH:6]=[CH:7][N:8]=[C:9]2[C:15]#[N:16])([O-:3])=[O:2]. The yield is 0.600. (6) The reactants are [NH2:1][C:2]1[C:3]([F:29])=[CH:4][C:5]([Cl:28])=[C:6]([C:8]2[C:9](=[O:27])[N:10]([CH2:25][CH3:26])[C:11]3[C:16]([CH:17]=2)=[CH:15][N:14]=[C:13]([NH:18][CH:19]2[CH2:23][CH2:22][N:21]([CH3:24])[CH2:20]2)[CH:12]=3)[CH:7]=1.N1C=CC=CC=1.[C:36]1([N:42]=[C:43]=[O:44])[CH:41]=[CH:40][CH:39]=[CH:38][CH:37]=1. The catalyst is C(Cl)Cl. The product is [Cl:28][C:5]1[C:6]([C:8]2[C:9](=[O:27])[N:10]([CH2:25][CH3:26])[C:11]3[C:16]([CH:17]=2)=[CH:15][N:14]=[C:13]([NH:18][CH:19]2[CH2:23][CH2:22][N:21]([CH3:24])[CH2:20]2)[CH:12]=3)=[CH:7][C:2]([NH:1][C:43]([NH:42][C:36]2[CH:41]=[CH:40][CH:39]=[CH:38][CH:37]=2)=[O:44])=[C:3]([F:29])[CH:4]=1. The yield is 0.0840.